Dataset: Full USPTO retrosynthesis dataset with 1.9M reactions from patents (1976-2016). Task: Predict the reactants needed to synthesize the given product. (1) Given the product [C:12]([O:15][C@H:16]1[C@@:38]2([CH3:39])[C:28](=[CH:29][CH2:30][C@:31]32[O:34][CH2:35][CH2:36][O:37][CH:32]3[CH3:33])[C@H:27]2[C@@H:18]([C@:19]3([CH3:41])[C:24](=[CH:25][CH2:26]2)[CH2:23][C@@H:22]([O:40][S:7]([C:4]2[CH:5]=[CH:6][C:1]([CH3:11])=[CH:2][CH:3]=2)(=[O:9])=[O:8])[CH2:21][CH2:20]3)[CH2:17]1)(=[O:14])[CH3:13], predict the reactants needed to synthesize it. The reactants are: [C:1]1([CH3:11])[CH:6]=[CH:5][C:4]([S:7](Cl)(=[O:9])=[O:8])=[CH:3][CH:2]=1.[C:12]([O:15][C@H:16]1[C@@:38]2([CH3:39])[C:28](=[CH:29][CH2:30][C@@H:31]2[C:32]2([O:37][CH2:36][CH2:35][O:34]2)[CH3:33])[C@H:27]2[C@@H:18]([C@:19]3([CH3:41])[C:24](=[CH:25][CH2:26]2)[CH2:23][C@@H:22]([OH:40])[CH2:21][CH2:20]3)[CH2:17]1)(=[O:14])[CH3:13].O. (2) Given the product [ClH:4].[NH2:13][CH2:12][C@@H:11]([C:21]([O:23][CH3:24])=[O:22])[NH:10][C:8](=[O:9])[C:7]1[C:6]([Cl:5])=[CH:28][C:27]([C:29]([NH:31][CH2:32][C:33]2[CH:38]=[CH:37][CH:36]=[C:35]([OH:39])[CH:34]=2)=[O:30])=[CH:26][C:25]=1[Cl:40], predict the reactants needed to synthesize it. The reactants are: C([Cl:4])(=O)C.[Cl:5][C:6]1[CH:28]=[C:27]([C:29]([NH:31][CH2:32][C:33]2[CH:38]=[CH:37][CH:36]=[C:35]([OH:39])[CH:34]=2)=[O:30])[CH:26]=[C:25]([Cl:40])[C:7]=1[C:8]([NH:10][C@H:11]([C:21]([O:23][CH3:24])=[O:22])[CH2:12][NH:13]C(OC(C)(C)C)=O)=[O:9]. (3) Given the product [Br:24][C:25]1[CH:32]=[CH:31][C:28]([CH2:29][NH:1][CH2:2][C@H:3]2[CH2:8][CH2:7][C@H:6]([CH2:9][NH:10][C:11]3[N:20]=[C:19]([N:21]([CH3:23])[CH3:22])[C:18]4[C:13](=[CH:14][CH:15]=[CH:16][CH:17]=4)[N:12]=3)[CH2:5][CH2:4]2)=[C:27]([O:33][C:34]([F:35])([F:36])[F:37])[CH:26]=1, predict the reactants needed to synthesize it. The reactants are: [NH2:1][CH2:2][C@H:3]1[CH2:8][CH2:7][C@H:6]([CH2:9][NH:10][C:11]2[N:20]=[C:19]([N:21]([CH3:23])[CH3:22])[C:18]3[C:13](=[CH:14][CH:15]=[CH:16][CH:17]=3)[N:12]=2)[CH2:5][CH2:4]1.[Br:24][C:25]1[CH:32]=[CH:31][C:28]([CH:29]=O)=[C:27]([O:33][C:34]([F:37])([F:36])[F:35])[CH:26]=1.C(O)(=O)C.[BH-](OC(C)=O)(OC(C)=O)OC(C)=O.[Na+].